Dataset: Reaction yield outcomes from USPTO patents with 853,638 reactions. Task: Predict the reaction yield, written as a fraction of the theoretical maximum amount of product (1.0 means a 100% yield; for example, 0.34 means a 34% yield). (1) The reactants are [H-].[Na+].[CH3:3][C:4]1([CH3:20])[O:9][C:8]2[CH:10]=[CH:11][C:12]([C@H:14]3[O:18][C:17](=[O:19])[NH:16][CH2:15]3)=[CH:13][C:7]=2[CH2:6][O:5]1.Br[CH2:22][CH2:23][CH2:24][CH2:25][CH2:26][CH2:27][O:28][CH2:29][C:30]([C:33]1[CH:38]=[CH:37][CH:36]=[CH:35][CH:34]=1)([F:32])[F:31].Cl. The catalyst is CN(C)C=O.O. The product is [F:31][C:30]([F:32])([C:33]1[CH:34]=[CH:35][CH:36]=[CH:37][CH:38]=1)[CH2:29][O:28][CH2:27][CH2:26][CH2:25][CH2:24][CH2:23][CH2:22][N:16]1[CH2:15][C@@H:14]([C:12]2[CH:11]=[CH:10][C:8]3[O:9][C:4]([CH3:20])([CH3:3])[O:5][CH2:6][C:7]=3[CH:13]=2)[O:18][C:17]1=[O:19]. The yield is 0.460. (2) The reactants are Br[CH2:2][C:3]1[CH:8]=[CH:7][C:6]([Cl:9])=[C:5]([O:10][CH3:11])[CH:4]=1.[C-:12]#[N:13].[Na+]. The catalyst is C(O)C. The product is [Cl:9][C:6]1[CH:7]=[CH:8][C:3]([CH2:2][C:12]#[N:13])=[CH:4][C:5]=1[O:10][CH3:11]. The yield is 0.480.